Dataset: Full USPTO retrosynthesis dataset with 1.9M reactions from patents (1976-2016). Task: Predict the reactants needed to synthesize the given product. Given the product [OH:21][C:18]1[CH:19]=[CH:20][C:15]([C:10]2[CH:9]=[C:8]([C:5]3[CH:6]=[CH:7][C:2]([NH:1][CH2:41][CH:38]4[CH2:39][CH2:40][NH:35][CH2:36][CH2:37]4)=[CH:3][C:4]=3[CH3:23])[NH:13][C:12](=[O:14])[N:11]=2)=[CH:16][C:17]=1[CH3:22], predict the reactants needed to synthesize it. The reactants are: [NH2:1][C:2]1[CH:7]=[CH:6][C:5]([C:8]2[NH:13][C:12](=[O:14])[N:11]=[C:10]([C:15]3[CH:20]=[CH:19][C:18]([OH:21])=[C:17]([CH3:22])[CH:16]=3)[CH:9]=2)=[C:4]([CH3:23])[CH:3]=1.ClCCCl.C([N:35]1[CH2:40][CH2:39][CH:38]([CH:41]=O)[CH2:37][CH2:36]1)(OC(C)(C)C)=O.C(O[BH-](OC(=O)C)OC(=O)C)(=O)C.[Na+].